This data is from NCI-60 drug combinations with 297,098 pairs across 59 cell lines. The task is: Regression. Given two drug SMILES strings and cell line genomic features, predict the synergy score measuring deviation from expected non-interaction effect. Drug 1: CN(CC1=CN=C2C(=N1)C(=NC(=N2)N)N)C3=CC=C(C=C3)C(=O)NC(CCC(=O)O)C(=O)O. Drug 2: C1CCC(C(C1)N)N.C(=O)(C(=O)[O-])[O-].[Pt+4]. Cell line: EKVX. Synergy scores: CSS=3.16, Synergy_ZIP=-1.06, Synergy_Bliss=-1.69, Synergy_Loewe=-1.33, Synergy_HSA=-2.43.